From a dataset of Forward reaction prediction with 1.9M reactions from USPTO patents (1976-2016). Predict the product of the given reaction. (1) Given the reactants [CH3:1][O:2][C:3](/[CH:5]=[CH:6]/[C:7]1[CH:12]=[CH:11][C:10]([OH:13])=[CH:9][CH:8]=1)=[O:4].Cl[CH2:15][CH2:16][CH2:17][CH2:18][CH2:19][CH2:20][OH:21].C([O-])([O-])=O.[K+].[K+].O, predict the reaction product. The product is: [CH3:1][O:2][C:3](=[O:4])[CH:5]=[CH:6][C:7]1[CH:8]=[CH:9][C:10]([O:13][CH2:15][CH2:16][CH2:17][CH2:18][CH2:19][CH2:20][OH:21])=[CH:11][CH:12]=1. (2) Given the reactants Br[C:2]1[N:6]2[N:7]=[CH:8][C:9]([C:11]([CH3:14])([CH3:13])[CH3:12])=[N:10][C:5]2=[N:4][CH:3]=1.[F:15][C:16]1[CH:21]=[CH:20][C:19](B2OC(C)(C)C(C)(C)O2)=[CH:18][C:17]=1[C:31]1[CH:32]=[N:33][CH:34]=[CH:35][CH:36]=1, predict the reaction product. The product is: [C:11]([C:9]1[CH:8]=[N:7][N:6]2[C:2]([C:19]3[CH:20]=[CH:21][C:16]([F:15])=[C:17]([C:31]4[CH:32]=[N:33][CH:34]=[CH:35][CH:36]=4)[CH:18]=3)=[CH:3][N:4]=[C:5]2[N:10]=1)([CH3:14])([CH3:13])[CH3:12]. (3) Given the reactants [Cl:1][C:2]1[C:7]([Cl:8])=[C:6]([C:9]([OH:18])([C:14]([F:17])([F:16])[F:15])[C:10]([F:13])([F:12])[F:11])[CH:5]=[CH:4][C:3]=1[C:19]1[S:23][C:22]([C:24](=[O:34])[NH:25][C@H:26]2[CH2:29][C@H:28]([C:30]([O:32][CH3:33])=[O:31])[CH2:27]2)=[N:21][C:20]=1[C:35](O)=[O:36].Cl.[CH2:39]([NH:41][CH2:42][C:43]([F:46])([F:45])[F:44])[CH3:40].CCN(C(C)C)C(C)C.CN(C(ON1N=NC2C=CC=NC1=2)=[N+](C)C)C.F[P-](F)(F)(F)(F)F, predict the reaction product. The product is: [Cl:1][C:2]1[C:7]([Cl:8])=[C:6]([C:9]([OH:18])([C:14]([F:15])([F:16])[F:17])[C:10]([F:12])([F:11])[F:13])[CH:5]=[CH:4][C:3]=1[C:19]1[S:23][C:22]([C:24]([NH:25][C@H:26]2[CH2:27][C@H:28]([C:30]([O:32][CH3:33])=[O:31])[CH2:29]2)=[O:34])=[N:21][C:20]=1[C:35](=[O:36])[N:41]([CH2:39][CH3:40])[CH2:42][C:43]([F:46])([F:45])[F:44]. (4) The product is: [CH3:40][O:39][C:37](=[O:38])[CH2:36][NH:33][C:21]1[CH:20]=[C:19]([CH2:18][N:10]([CH2:11][C:12]2[CH:17]=[CH:16][CH:15]=[CH:14][CH:13]=2)[C:9]([O:8][CH2:1][C:2]2[CH:7]=[CH:6][CH:5]=[CH:4][CH:3]=2)=[O:34])[CH:24]=[CH:23][C:22]=1[O:25][CH2:26][C:27]1[CH:32]=[CH:31][CH:30]=[CH:29][CH:28]=1. Given the reactants [CH2:1]([O:8][C:9](=[O:34])[N:10]([CH2:18][C:19]1[CH:24]=[CH:23][C:22]([O:25][CH2:26][C:27]2[CH:32]=[CH:31][CH:30]=[CH:29][CH:28]=2)=[C:21]([NH2:33])[CH:20]=1)[CH2:11][C:12]1[CH:17]=[CH:16][CH:15]=[CH:14][CH:13]=1)[C:2]1[CH:7]=[CH:6][CH:5]=[CH:4][CH:3]=1.Br[CH2:36][C:37]([O:39][CH3:40])=[O:38].C(=O)([O-])[O-].[K+].[K+], predict the reaction product. (5) The product is: [OH:27][CH2:26][CH:25]([NH:24][C:10](=[O:12])[C:9]1[CH:13]=[C:5]([C:14]#[C:15][C:16]2[CH:21]=[CH:20][CH:19]=[CH:18][C:17]=2[O:22][CH3:23])[CH:6]=[CH:7][C:8]=1[O:47][CH:54]([CH3:55])[CH3:53])[CH2:28][C:29]1[C:37]2[C:32](=[N:33][CH:34]=[CH:35][CH:36]=2)[NH:31][CH:30]=1. Given the reactants C(O[C:5]1([C:14]#[C:15][C:16]2[CH:21]=[CH:20][CH:19]=[CH:18][C:17]=2[O:22][CH3:23])[CH:13]=[C:9]([C:10]([OH:12])=O)[CH:8]=[CH:7][CH2:6]1)(C)C.[NH2:24][CH:25]([CH2:28][C:29]1[C:37]2[C:32](=[N:33][CH:34]=[CH:35][CH:36]=2)[NH:31][CH:30]=1)[CH2:26][OH:27].C1C=CC2N([OH:47])N=NC=2C=1.CCN=C=N[CH2:53][CH2:54][CH2:55]N(C)C, predict the reaction product. (6) Given the reactants [C:1]([C:3]1[C:4]([NH:25][CH:26]2[CH2:31][CH2:30][CH2:29][CH2:28][CH2:27]2)=[N:5][C:6]([NH:9][C:10]2[CH:15]=[CH:14][C:13]([S:16]([CH3:24])(=[N:18][C:19]([O:21][CH2:22][CH3:23])=[O:20])=[O:17])=[CH:12][CH:11]=2)=[N:7][CH:8]=1)#[N:2].[N-:32]=[N+:33]=[N-:34].[Na+].[Cl-].[NH4+], predict the reaction product. The product is: [CH:26]1([NH:25][C:4]2[C:3]([C:1]3[N:32]=[N:33][NH:34][N:2]=3)=[CH:8][N:7]=[C:6]([NH:9][C:10]3[CH:15]=[CH:14][C:13]([S:16]([CH3:24])(=[N:18][C:19]([O:21][CH2:22][CH3:23])=[O:20])=[O:17])=[CH:12][CH:11]=3)[N:5]=2)[CH2:31][CH2:30][CH2:29][CH2:28][CH2:27]1.